The task is: Predict the reaction yield, written as a fraction of the theoretical maximum amount of product (1.0 means a 100% yield; for example, 0.34 means a 34% yield).. This data is from Reaction yield outcomes from USPTO patents with 853,638 reactions. The reactants are O1CCCC1.[O:6]([CH2:13][C:14]1[CH:19]=[CH:18][C:17]([CH2:20][C:21](Cl)=[N:22][OH:23])=[CH:16][CH:15]=1)[C:7]1[CH:12]=[CH:11][CH:10]=[CH:9][CH:8]=1.[C:25]([C:27]1[C:28]([NH2:33])=[N:29][CH:30]=[CH:31][CH:32]=1)#[CH:26].C(N(CC)CC)C. The catalyst is O. The product is [O:6]([CH2:13][C:14]1[CH:19]=[CH:18][C:17]([CH2:20][C:21]2[CH:26]=[C:25]([C:27]3[C:28]([NH2:33])=[N:29][CH:30]=[CH:31][CH:32]=3)[O:23][N:22]=2)=[CH:16][CH:15]=1)[C:7]1[CH:12]=[CH:11][CH:10]=[CH:9][CH:8]=1. The yield is 0.200.